From a dataset of Forward reaction prediction with 1.9M reactions from USPTO patents (1976-2016). Predict the product of the given reaction. (1) Given the reactants [CH3:1][C:2]1([C:9]#[N:10])[CH2:8][CH2:7][CH2:6][CH2:5][CH2:4][CH2:3]1.[H-].[Al+3].[Li+].[H-].[H-].[H-], predict the reaction product. The product is: [CH3:1][C:2]1([CH2:9][NH2:10])[CH2:8][CH2:7][CH2:6][CH2:5][CH2:4][CH2:3]1. (2) Given the reactants [CH3:1][C:2]1[C:11]2[O:10][CH2:9][C:8](=[O:12])[NH:7][C:6]=2[CH:5]=[C:4](B2OC(C)(C)C(C)(C)O2)[CH:3]=1.Br[C:23](=[CH:26][C:27]1[CH:32]=[CH:31][CH:30]=[CH:29][CH:28]=1)[CH:24]=[O:25].C(=O)([O-])[O-].[Cs+].[Cs+], predict the reaction product. The product is: [CH3:1][C:2]1[C:11]2[O:10][CH2:9][C:8](=[O:12])[NH:7][C:6]=2[CH:5]=[C:4]([C:23](=[CH:26][C:27]2[CH:32]=[CH:31][CH:30]=[CH:29][CH:28]=2)[CH:24]=[O:25])[CH:3]=1. (3) The product is: [Cl:26][C:11]1[N:10]=[C:9]([NH2:8])[N:14]=[C:13]2[N:38]([CH2:37][C:32]3[C:31]([CH3:40])=[C:30]([O:29][CH3:28])[C:35]([CH3:36])=[CH:34][N:33]=3)[N:39]=[C:16]([CH2:17][CH:18]3[CH2:22][O:21][C:20]([CH3:24])([CH3:23])[O:19]3)[C:12]=12. Given the reactants C(N(CC)CC)C.[NH2:8][C:9]1[N:14]=[C:13](Cl)[C:12]([C:16](=O)[CH2:17][CH:18]2[CH2:22][O:21][C:20]([CH3:24])([CH3:23])[O:19]2)=[C:11]([Cl:26])[N:10]=1.Cl.[CH3:28][O:29][C:30]1[C:35]([CH3:36])=[CH:34][N:33]=[C:32]([CH2:37][NH:38][NH2:39])[C:31]=1[CH3:40], predict the reaction product. (4) Given the reactants N[C:2]1[CH:9]=[C:8]([CH3:10])[CH:7]=[CH:6][C:3]=1[C:4]#[N:5].C=O.[CH3:13]C(O)=O.[BH3-][C:18]#[N:19].[Na+], predict the reaction product. The product is: [CH3:13][N:19]([CH3:18])[C:2]1[CH:9]=[C:8]([CH3:10])[CH:7]=[CH:6][C:3]=1[C:4]#[N:5]. (5) Given the reactants C(C1C=CC(C(Cl)=O)=CC=1)CC.[CH3:13][O:14][C:15]1[CH:16]=[C:17]2[C:22](=[CH:23][C:24]=1[O:25][CH3:26])[N:21]=[CH:20][CH:19]=[C:18]2[O:27][C:28]1[CH:34]=[CH:33][C:31]([NH2:32])=[CH:30][C:29]=1[F:35].[CH2:36]([C:39]1[CH:44]=[CH:43][C:42]([C:45]([N:47]=[C:48]=[S:49])=[O:46])=[CH:41][CH:40]=1)[CH2:37][CH3:38], predict the reaction product. The product is: [CH2:36]([C:39]1[CH:44]=[CH:43][C:42]([C:45]([N:47]=[C:48]=[S:49])=[O:46])=[CH:41][CH:40]=1)[CH2:37][CH3:38].[CH3:13][O:14][C:15]1[CH:16]=[C:17]2[C:22](=[CH:23][C:24]=1[O:25][CH3:26])[N:21]=[CH:20][CH:19]=[C:18]2[O:27][C:28]1[CH:34]=[CH:33][C:31]([NH:32][C:48]([NH:47][C:45](=[O:46])[C:42]2[CH:43]=[CH:44][C:39]([CH2:36][CH2:37][CH3:38])=[CH:40][CH:41]=2)=[S:49])=[CH:30][C:29]=1[F:35]. (6) Given the reactants [CH3:1][O:2][C:3]1[CH:8]=[C:7](I)[C:6]([F:10])=[CH:5][C:4]=1[CH3:11].[Li]CCCC.[B:17](OC)([O:20]C)[O:18]C, predict the reaction product. The product is: [CH3:1][O:2][C:3]1[C:4]([CH3:11])=[CH:5][C:6]([F:10])=[C:7]([B:17]([OH:20])[OH:18])[CH:8]=1.